This data is from Reaction yield outcomes from USPTO patents with 853,638 reactions. The task is: Predict the reaction yield, written as a fraction of the theoretical maximum amount of product (1.0 means a 100% yield; for example, 0.34 means a 34% yield). The reactants are [F:1][C:2]1[CH:3]=[C:4]([NH2:20])[CH:5]=[C:6]2[C:11]=1[N:10]([CH2:12][CH2:13][CH:14]1[CH2:18][CH2:17][CH2:16][N:15]1[CH3:19])[CH2:9][CH2:8][CH2:7]2.I.[S:22]1[CH:26]=[CH:25][CH:24]=[C:23]1[C:27](SC)=[NH:28]. The catalyst is C(O)C. The product is [F:1][C:2]1[CH:3]=[C:4]([NH:20][C:27]([C:23]2[S:22][CH:26]=[CH:25][CH:24]=2)=[NH:28])[CH:5]=[C:6]2[C:11]=1[N:10]([CH2:12][CH2:13][CH:14]1[CH2:18][CH2:17][CH2:16][N:15]1[CH3:19])[CH2:9][CH2:8][CH2:7]2. The yield is 0.600.